This data is from Catalyst prediction with 721,799 reactions and 888 catalyst types from USPTO. The task is: Predict which catalyst facilitates the given reaction. (1) Product: [C:1]([O:5][C:6]([N:8]1[CH2:13][CH2:12][CH2:11][CH:10]([C:14]2[CH:23]=[C:22]([C:24]3[CH:29]=[CH:28][CH:27]=[CH:26][C:25]=3[OH:30])[N:21]=[C:20]3[C:15]=2[CH2:16][CH:17]([C:32]([O:34][CH2:35][CH3:36])=[O:33])[C:18](=[O:31])[NH:19]3)[CH2:9]1)=[O:7])([CH3:4])([CH3:3])[CH3:2]. The catalyst class is: 1. Reactant: [C:1]([O:5][C:6]([N:8]1[CH2:13][CH2:12][CH2:11][CH:10]([C:14]2[CH:23]=[C:22]([C:24]3[CH:29]=[CH:28][CH:27]=[CH:26][C:25]=3[OH:30])[N:21]=[C:20]3[C:15]=2[CH:16]=[C:17]([C:32]([O:34][CH2:35][CH3:36])=[O:33])[C:18](=[O:31])[NH:19]3)[CH2:9]1)=[O:7])([CH3:4])([CH3:3])[CH3:2].[Li+].[BH4-]. (2) Reactant: Cl.[NH2:2][C@H:3]([CH2:10][C:11]1[CH:16]=[CH:15][C:14]([C:17]2[CH:22]=[CH:21][CH:20]=[C:19]([Cl:23])[CH:18]=2)=[CH:13][CH:12]=1)[CH2:4][C:5]([O:7][CH2:8][CH3:9])=[O:6].COC1C=CC(C[N:31]2[N:35]=[N:34][C:33]([C:36](Cl)=[O:37])=[N:32]2)=CC=1.C(O)(C(F)(F)F)=O. Product: [CH2:8]([O:7][C:5](=[O:6])[CH2:4][C@H:3]([NH:2][C:36]([C:33]1[N:32]=[N:31][NH:35][N:34]=1)=[O:37])[CH2:10][C:11]1[CH:16]=[CH:15][C:14]([C:17]2[CH:22]=[CH:21][CH:20]=[C:19]([Cl:23])[CH:18]=2)=[CH:13][CH:12]=1)[CH3:9]. The catalyst class is: 2. (3) The catalyst class is: 11. Reactant: [NH:1]1[C:5]2[CH:6]=[CH:7][CH:8]=[CH:9][C:4]=2[N:3]=[N:2]1.[F:10][C:11]([F:20])([F:19])[C:12]1[CH:18]=[CH:17][C:15]([NH2:16])=[CH:14][CH:13]=1.[CH:21](=O)[CH2:22][CH3:23]. Product: [N:1]1([CH:21]([NH:16][C:15]2[CH:17]=[CH:18][C:12]([C:11]([F:19])([F:20])[F:10])=[CH:13][CH:14]=2)[CH2:22][CH3:23])[C:5]2[CH:6]=[CH:7][CH:8]=[CH:9][C:4]=2[N:3]=[N:2]1. (4) Reactant: [OH-].[Li+].C([O:11][CH2:12][C:13]1[CH:18]=[C:17]([N:19]2[C:23]([C:24]([F:27])([F:26])[F:25])=[N:22][N:21]=[N:20]2)[CH:16]=[CH:15][C:14]=1[O:28][CH:29]1[CH2:31][CH2:30]1)(=O)C1C=CC=CC=1.C(=O)([O-])O.[Na+]. Product: [CH:29]1([O:28][C:14]2[CH:15]=[CH:16][C:17]([N:19]3[C:23]([C:24]([F:25])([F:27])[F:26])=[N:22][N:21]=[N:20]3)=[CH:18][C:13]=2[CH2:12][OH:11])[CH2:30][CH2:31]1. The catalyst class is: 5. (5) Reactant: [CH2:1]([C@H:8]([NH:44][C:45]([C@@H:47]([NH:52][C:53](=[O:56])[O:54][CH3:55])[C:48]([CH3:51])([CH3:50])[CH3:49])=[O:46])[C@@H:9]([O:38][CH:39](SCC)[CH3:40])[CH2:10][C@@H:11]([NH:25][C:26](=[O:37])[C@H:27]([C:33]([CH3:36])([CH3:35])[CH3:34])[NH:28][C:29]([O:31][CH3:32])=[O:30])[CH2:12][C:13]1[CH:18]=[CH:17][C:16]([C:19]2[CH:24]=[CH:23][CH:22]=[CH:21][N:20]=2)=[CH:15][CH:14]=1)[C:2]1[CH:7]=[CH:6][CH:5]=[CH:4][CH:3]=1.[P:57](=[O:61])([OH:60])([OH:59])[OH:58].IN1C(=O)CCC1=O.[O-]S([O-])(=S)=O.[Na+:75].[Na+:76].C([O-])([O-])=O.[Na+].[Na+]. Product: [CH2:1]([C@@H:8]([C@@H:9]([O:38][CH:39]([O:61][P:57]([OH:60])([OH:59])=[O:58])[CH3:40])[CH2:10][C@H:11]([CH2:12][C:13]1[CH:18]=[CH:17][C:16]([C:19]2[CH:24]=[CH:23][CH:22]=[CH:21][N:20]=2)=[CH:15][CH:14]=1)[NH:25][C:26](=[O:37])[C@H:27]([C:33]([CH3:36])([CH3:35])[CH3:34])[NH:28][C:29](=[O:30])[O:31][CH3:32])[NH:44][C:45](=[O:46])[C@@H:47]([NH:52][C:53](=[O:56])[O:54][CH3:55])[C:48]([CH3:49])([CH3:50])[CH3:51])[C:2]1[CH:3]=[CH:4][CH:5]=[CH:6][CH:7]=1.[Na:75][Na:76]. The catalyst class is: 405. (6) Product: [O:1]1[C:5]2[CH:6]=[CH:7][C:8]([CH2:10][C:11]([NH:20][C:18]3[S:19][C:15]([CH3:14])=[C:16]([C:21]4[CH:22]=[C:23]5[C:27](=[CH:28][CH:29]=4)[N:26]([S:30]([C:33]4[CH:38]=[CH:37][CH:36]=[CH:35][C:34]=4[N+:39]([O-:41])=[O:40])(=[O:31])=[O:32])[CH2:25][CH2:24]5)[N:17]=3)=[O:13])=[CH:9][C:4]=2[O:3][CH2:2]1. The catalyst class is: 161. Reactant: [O:1]1[C:5]2[CH:6]=[CH:7][C:8]([CH2:10][C:11]([OH:13])=O)=[CH:9][C:4]=2[O:3][CH2:2]1.[CH3:14][C:15]1[S:19][C:18]([NH2:20])=[N:17][C:16]=1[C:21]1[CH:22]=[C:23]2[C:27](=[CH:28][CH:29]=1)[N:26]([S:30]([C:33]1[CH:38]=[CH:37][CH:36]=[CH:35][C:34]=1[N+:39]([O-:41])=[O:40])(=[O:32])=[O:31])[CH2:25][CH2:24]2.C(N(CC)CC)C.CCCP(=O)=O.